Dataset: Reaction yield outcomes from USPTO patents with 853,638 reactions. Task: Predict the reaction yield, written as a fraction of the theoretical maximum amount of product (1.0 means a 100% yield; for example, 0.34 means a 34% yield). (1) The reactants are C(OC([NH:11][CH:12]1[N:18]=[C:17]([C:19]2[CH:24]=[CH:23][CH:22]=[CH:21][CH:20]=2)[C:16]2[CH:25]=[CH:26][CH:27]=[CH:28][C:15]=2[N:14]([CH2:29][CH2:30][CH2:31][C:32]([F:35])([F:34])[F:33])[C:13]1=[O:36])=O)C1C=CC=CC=1. The catalyst is C(Cl)Cl. The product is [NH2:11][CH:12]1[N:18]=[C:17]([C:19]2[CH:20]=[CH:21][CH:22]=[CH:23][CH:24]=2)[C:16]2[CH:25]=[CH:26][CH:27]=[CH:28][C:15]=2[N:14]([CH2:29][CH2:30][CH2:31][C:32]([F:34])([F:33])[F:35])[C:13]1=[O:36]. The yield is 1.00. (2) The reactants are [Cl:1][C:2]1[CH:7]=[CH:6][C:5]([CH2:8][CH:9]([CH3:14])[CH2:10][S:11]([CH3:13])=[O:12])=[CH:4][N:3]=1.[N-:15]=[N+]=[N-].[Na+].OS(O)(=O)=O. The catalyst is C(Cl)(Cl)Cl. The product is [Cl:1][C:2]1[CH:7]=[CH:6][C:5]([CH2:8][CH:9]([CH3:14])[CH2:10][S:11]([CH3:13])(=[NH:15])=[O:12])=[CH:4][N:3]=1. The yield is 0.940. (3) The reactants are [F:1][C:2]1[CH:10]=[CH:9][CH:8]=[CH:7][C:3]=1[C:4]([OH:6])=O.[F:11][C:12]1[CH:17]=[CH:16][C:15]([NH:18][C:19]([C:21]2[C:25]([NH2:26])=[CH:24][NH:23][N:22]=2)=[O:20])=[CH:14][CH:13]=1.C(Cl)CCl.C1C=CC2N(O)N=NC=2C=1. The catalyst is CS(C)=O. The product is [F:11][C:12]1[CH:13]=[CH:14][C:15]([NH:18][C:19]([C:21]2[C:25]([NH:26][C:4](=[O:6])[C:3]3[CH:7]=[CH:8][CH:9]=[CH:10][C:2]=3[F:1])=[CH:24][NH:23][N:22]=2)=[O:20])=[CH:16][CH:17]=1. The yield is 0.190. (4) The reactants are CC([O-])(C)C.[K+].[C:7]([CH2:9][C:10]([NH2:12])=[O:11])#[N:8].[CH3:13][C:14](=O)/[CH:15]=[CH:16]/[CH2:17][CH2:18][CH3:19]. The catalyst is CS(C)=O. The product is [CH3:13][C:14]1[NH:12][C:10](=[O:11])[C:9]([C:7]#[N:8])=[C:16]([CH2:17][CH2:18][CH3:19])[CH:15]=1. The yield is 0.320. (5) The reactants are C([N:8]1[C:20]2[C:19]([OH:21])=[C:18]3[N:22](C(OC(C)(C)C)=O)[C:23]4[CH:24]=[CH:25][C:26]([F:29])=[CH:27][C:28]=4[C:17]3=[CH:16][C:15]=2[C:14]2[C:9]1=[CH:10][CH:11]=[C:12]([F:37])[CH:13]=2)(OC(C)(C)C)=O.Br[CH2:39][CH2:40][CH2:41][NH:42]C(=O)OC(C)(C)C.C([O-])([O-])=O.[Cs+].[Cs+]. The catalyst is CC#N. The product is [F:37][C:12]1[CH:13]=[C:14]2[C:9](=[CH:10][CH:11]=1)[NH:8][C:20]1[C:19]([O:21][CH2:39][CH2:40][CH2:41][NH2:42])=[C:18]3[NH:22][C:23]4[CH:24]=[CH:25][C:26]([F:29])=[CH:27][C:28]=4[C:17]3=[CH:16][C:15]2=1. The yield is 0.820. (6) The reactants are Br[C:2]1[C:3]([NH:10][C@H:11]2[CH2:16][CH2:15][C@H:14]([OH:17])[CH2:13][CH2:12]2)=[N:4][C:5]([S:8][CH3:9])=[N:6][CH:7]=1.C(=O)([O-])[O-].[K+].[K+].CCO[C:27]([CH3:29])=O. The catalyst is CN(C=O)C.O.[Cu](Br)Br.C1C=CC(P(C2C=CC=CC=2)[C-]2C=CC=C2)=CC=1.C1C=CC(P(C2C=CC=CC=2)[C-]2C=CC=C2)=CC=1.Cl[Pd]Cl.[Fe+2]. The product is [CH3:9][S:8][C:5]1[N:4]=[C:3]([NH:10][C@H:11]2[CH2:16][CH2:15][C@H:14]([OH:17])[CH2:13][CH2:12]2)[C:2]([C:29]2[CH:27]=[CH:7][CH:2]=[CH:3][N:4]=2)=[CH:7][N:6]=1. The yield is 0.530. (7) The reactants are [C:1]1([CH2:10][C:11]#[N:12])[CH:6]=[CH:5][CH:4]=[C:3]([CH2:7][C:8]#[N:9])[CH:2]=1. The catalyst is CO.[Ni]. The product is [C:3]1([CH2:7][CH2:8][NH2:9])[CH:4]=[CH:5][CH:6]=[C:1]([CH2:10][CH2:11][NH2:12])[CH:2]=1. The yield is 0.960.